From a dataset of Full USPTO retrosynthesis dataset with 1.9M reactions from patents (1976-2016). Predict the reactants needed to synthesize the given product. (1) The reactants are: CN(C(ON1N=NC2C=CC=NC1=2)=[N+](C)C)C.F[P-](F)(F)(F)(F)F.[CH3:25][O:26][C@:27]1([C:36]2[CH:45]=[CH:44][C:43]3[C:38](=[CH:39][C:40]([CH:48]=[CH2:49])=[C:41]([O:46][CH3:47])[CH:42]=3)[CH:37]=2)[CH2:31][NH:30][C@H:29]([C:32]([O:34][CH3:35])=[O:33])[CH2:28]1.[CH2:50]([O:57][C:58]([NH:60][C@@H:61]([C:65]([CH3:68])([CH3:67])[CH3:66])[C:62](O)=[O:63])=[O:59])[CH2:51][CH2:52][CH2:53][CH2:54][CH:55]=[CH2:56].CCN(C(C)C)C(C)C. Given the product [CH2:50]([O:57][C:58]([NH:60][C@@H:61]([C:65]([CH3:68])([CH3:67])[CH3:66])[C:62]([N:30]1[CH2:31][C@:27]([O:26][CH3:25])([C:36]2[CH:45]=[CH:44][C:43]3[C:38](=[CH:39][C:40]([CH:48]=[CH2:49])=[C:41]([O:46][CH3:47])[CH:42]=3)[CH:37]=2)[CH2:28][C@H:29]1[C:32]([O:34][CH3:35])=[O:33])=[O:63])=[O:59])[CH2:51][CH2:52][CH2:53][CH2:54][CH:55]=[CH2:56], predict the reactants needed to synthesize it. (2) Given the product [O:1]=[C:2]1[NH:6][C@H:5]([C:7]2[CH:12]=[CH:11][CH:10]=[C:9]([C:13]#[C:14][C:15]3[CH:20]=[CH:19][CH:18]=[CH:17][CH:16]=3)[CH:8]=2)[C@@H:4]([C:21]([NH2:25])=[O:22])[O:3]1, predict the reactants needed to synthesize it. The reactants are: [O:1]=[C:2]1[NH:6][C@H:5]([C:7]2[CH:12]=[CH:11][CH:10]=[C:9]([C:13]#[C:14][C:15]3[CH:20]=[CH:19][CH:18]=[CH:17][CH:16]=3)[CH:8]=2)[C@@H:4]([C:21](Cl)=[O:22])[O:3]1.[OH-].[NH4+:25].